Dataset: Catalyst prediction with 721,799 reactions and 888 catalyst types from USPTO. Task: Predict which catalyst facilitates the given reaction. (1) Reactant: [C:1]1([CH2:7][C:8](Cl)=[O:9])[CH:6]=[CH:5][CH:4]=[CH:3][CH:2]=1.[S-:11][C:12]#[N:13].[K+].[NH2:15][C:16]1[CH:36]=[CH:35][C:19]([O:20][C:21]2[CH:26]=[CH:25][N:24]=[C:23]([NH:27][C:28]([N:30]3[CH2:34][CH2:33][CH2:32][CH2:31]3)=[O:29])[CH:22]=2)=[CH:18][C:17]=1[F:37]. Product: [F:37][C:17]1[CH:18]=[C:19]([CH:35]=[CH:36][C:16]=1[NH:15][C:12]([NH:13][C:8](=[O:9])[CH2:7][C:1]1[CH:6]=[CH:5][CH:4]=[CH:3][CH:2]=1)=[S:11])[O:20][C:21]1[CH:26]=[CH:25][N:24]=[C:23]([NH:27][C:28]([N:30]2[CH2:34][CH2:33][CH2:32][CH2:31]2)=[O:29])[CH:22]=1. The catalyst class is: 753. (2) Reactant: [OH-:1].[K+].[NH2:3]O.Cl.[CH3:6][C:7]1[N:11]=[C:10]([N:12]([C:25]2[CH:30]=[CH:29][CH:28]=[CH:27][N:26]=2)[CH2:13][CH2:14][CH2:15][CH2:16][CH2:17][CH2:18][CH2:19][C:20](OCC)=[O:21])[O:9][N:8]=1. Product: [NH2:8][OH:9].[OH:1][NH:3][C:20](=[O:21])[CH2:19][CH2:18][CH2:17][CH2:16][CH2:15][CH2:14][CH2:13][N:12]([C:10]1[O:9][N:8]=[C:7]([CH3:6])[N:11]=1)[C:25]1[CH:30]=[CH:29][CH:28]=[CH:27][N:26]=1. The catalyst class is: 5. (3) Reactant: [C:1]([C:3]1[CH:11]=[CH:10][C:6]([C:7](Cl)=[O:8])=[CH:5][CH:4]=1)#[N:2].[Br:12][C:13]1[CH:14]=[C:15]([CH:20]=[CH:21][C:22]=1[O:23][CH:24]([CH3:26])[CH3:25])/[C:16](=[N:18]/O)/[NH2:17]. Product: [Br:12][C:13]1[CH:14]=[C:15]([C:16]2[N:18]=[C:7]([C:6]3[CH:10]=[CH:11][C:3]([C:1]#[N:2])=[CH:4][CH:5]=3)[O:8][N:17]=2)[CH:20]=[CH:21][C:22]=1[O:23][CH:24]([CH3:26])[CH3:25]. The catalyst class is: 17. (4) Reactant: [CH3:1][C:2]1[CH:7]=[C:6]([C:8](=[O:11])[CH2:9][CH3:10])[CH:5]=[CH:4][C:3]=1B(O)O.Br[C:16]1[CH:21]=[C:20]([N+:22]([O-:24])=[O:23])[CH:19]=[CH:18][C:17]=1[CH3:25].C(=O)([O-])[O-].[K+].[K+]. Product: [CH3:1][C:2]1[CH:7]=[C:6]([C:8](=[O:11])[CH2:9][CH3:10])[CH:5]=[CH:4][C:3]=1[C:16]1[CH:21]=[C:20]([N+:22]([O-:24])=[O:23])[CH:19]=[CH:18][C:17]=1[CH3:25]. The catalyst class is: 564. (5) Reactant: [CH2:1]([C:5]1[C:14]2[C:13](Cl)=[N:12][C:11]([C:16]3[CH:21]=[CH:20][N:19]=[CH:18][CH:17]=3)=[N:10][C:9]=2[CH:8]=[N:7][CH:6]=1)[CH2:2][CH2:3][CH3:4].C(N(CC)CC)C.[C:29]([N:36]1[CH2:41][CH2:40][NH:39][CH2:38][CH2:37]1)([O:31][C:32]([CH3:35])([CH3:34])[CH3:33])=[O:30].C(=O)([O-])[O-].[Na+].[Na+]. Product: [C:32]([O:31][C:29]([N:36]1[CH2:41][CH2:40][N:39]([C:13]2[C:14]3[C:5]([CH2:1][CH2:2][CH2:3][CH3:4])=[CH:6][N:7]=[CH:8][C:9]=3[N:10]=[C:11]([C:16]3[CH:21]=[CH:20][N:19]=[CH:18][CH:17]=3)[N:12]=2)[CH2:38][CH2:37]1)=[O:30])([CH3:35])([CH3:33])[CH3:34]. The catalyst class is: 2.